Dataset: Reaction yield outcomes from USPTO patents with 853,638 reactions. Task: Predict the reaction yield, written as a fraction of the theoretical maximum amount of product (1.0 means a 100% yield; for example, 0.34 means a 34% yield). The reactants are [F:1][C:2]1[C:3]([NH2:17])=[N:4][C:5]([O:8][CH2:9][C:10]2[CH:15]=[CH:14][C:13]([F:16])=[CH:12][CH:11]=2)=[N:6][CH:7]=1.CN1CCOCC1.[CH2:25]([O:27][C:28](=[O:32])[C:29](Cl)=[O:30])[CH3:26]. The catalyst is C(Cl)Cl. The product is [CH2:25]([O:27][C:28](=[O:32])[C:29]([NH:17][C:3]1[C:2]([F:1])=[CH:7][N:6]=[C:5]([O:8][CH2:9][C:10]2[CH:11]=[CH:12][C:13]([F:16])=[CH:14][CH:15]=2)[N:4]=1)=[O:30])[CH3:26]. The yield is 0.500.